This data is from Full USPTO retrosynthesis dataset with 1.9M reactions from patents (1976-2016). The task is: Predict the reactants needed to synthesize the given product. Given the product [CH3:5][C:6]([CH3:40])([CH3:39])[CH2:7][CH2:8][C@:9]1([CH3:38])[C:18]2[C:13](=[CH:14][CH:15]=[CH:16][CH:17]=2)[C:12]([O-:19])=[C:11]([C:20]2[NH:25][C:24]3[CH:26]=[CH:27][C:28]([NH:30][S:31]([CH3:34])(=[O:33])=[O:32])=[CH:29][C:23]=3[S:22](=[O:36])(=[O:35])[N:21]=2)[C:10]1=[O:37].[Na+:4], predict the reactants needed to synthesize it. The reactants are: [O-]CC.[Na+:4].[CH3:5][C:6]([CH3:40])([CH3:39])[CH2:7][CH2:8][C@:9]1([CH3:38])[C:18]2[C:13](=[CH:14][CH:15]=[CH:16][CH:17]=2)[C:12]([OH:19])=[C:11]([C:20]2[NH:25][C:24]3[CH:26]=[CH:27][C:28]([NH:30][S:31]([CH3:34])(=[O:33])=[O:32])=[CH:29][C:23]=3[S:22](=[O:36])(=[O:35])[N:21]=2)[C:10]1=[O:37].